This data is from Full USPTO retrosynthesis dataset with 1.9M reactions from patents (1976-2016). The task is: Predict the reactants needed to synthesize the given product. (1) Given the product [F:24][CH:12]([F:11])[C:13]1[N:14]=[C:15]([C:27]([O:29][CH2:30][CH3:31])=[O:28])[N:16]([S:18](=[O:19])(=[O:20])[N:21]([CH3:22])[CH3:23])[CH:17]=1, predict the reactants needed to synthesize it. The reactants are: C[Si]([N-][Si](C)(C)C)(C)C.[K+].[F:11][CH:12]([F:24])[C:13]1[N:14]=[CH:15][N:16]([S:18]([N:21]([CH3:23])[CH3:22])(=[O:20])=[O:19])[CH:17]=1.C([C:27]([O:29][CH2:30][CH3:31])=[O:28])#N. (2) Given the product [C:1]([NH:4][C:5]1[CH:6]=[CH:7][CH:8]=[C:9]2[C:13]=1[N:12]([C:28](=[O:29])[CH2:27][NH:26][C:19]([O:21][C:22]([CH3:24])([CH3:23])[CH3:25])=[O:20])[C@H:11]([C:14]([O:16][CH2:17][CH3:18])=[O:15])[CH2:10]2)(=[O:3])[CH3:2], predict the reactants needed to synthesize it. The reactants are: [C:1]([NH:4][C:5]1[CH:6]=[CH:7][CH:8]=[C:9]2[C:13]=1[NH:12][C@H:11]([C:14]([O:16][CH2:17][CH3:18])=[O:15])[CH2:10]2)(=[O:3])[CH3:2].[C:19]([NH:26][CH2:27][C:28](O)=[O:29])([O:21][C:22]([CH3:25])([CH3:24])[CH3:23])=[O:20]. (3) Given the product [CH2:30]([O:29][C:27]([C:2]1[N:7]=[C:6]2[N:8]([CH2:11][C:12]3[CH:13]=[C:14]4[C:19](=[CH:20][CH:21]=3)[N:18]=[CH:17][CH:16]=[CH:15]4)[N:9]=[N:10][C:5]2=[N:4][CH:3]=1)=[CH2:28])[CH3:31], predict the reactants needed to synthesize it. The reactants are: Br[C:2]1[N:7]=[C:6]2[N:8]([CH2:11][C:12]3[CH:13]=[C:14]4[C:19](=[CH:20][CH:21]=3)[N:18]=[CH:17][CH:16]=[CH:15]4)[N:9]=[N:10][C:5]2=[N:4][CH:3]=1.C([SnH2][C:27]([O:29][CH2:30][CH3:31])=[CH2:28])CCC. (4) Given the product [CH3:25][O:24][C:22]([C:18]1[CH2:19][C:20](=[O:21])[C@:3]2([CH:2]=[O:1])[CH2:12][CH2:11][CH:10]3[C@:5]([CH3:15])([CH2:6][CH2:7][CH2:8][C:9]3([CH3:13])[CH3:14])[C@H:4]2[CH2:16][CH:17]=1)=[O:23], predict the reactants needed to synthesize it. The reactants are: [OH:1][CH2:2][C@:3]12[C:20](=[O:21])[CH2:19][C:18]([C:22]([O:24][CH3:25])=[O:23])=[CH:17][CH2:16][C@@H:4]1[C@:5]1([CH3:15])[CH:10]([CH2:11][CH2:12]2)[C:9]([CH3:14])([CH3:13])[CH2:8][CH2:7][CH2:6]1.CC(OI1(OC(C)=O)(OC(C)=O)OC(=O)C2C=CC=CC1=2)=O. (5) Given the product [CH3:27][O:28][C:29]1[CH:34]=[CH:33][CH:32]=[CH:31][C:30]=1[NH:35][C:36]1[S:37][CH:2]=[C:3]([C:5]2[C:13]3[C:8](=[N:9][CH:10]=[CH:11][CH:12]=3)[NH:7][CH:6]=2)[N:38]=1, predict the reactants needed to synthesize it. The reactants are: Br[CH2:2][C:3]([C:5]1[C:13]2[C:8](=[N:9][CH:10]=[CH:11][CH:12]=2)[NH:7][CH:6]=1)=O.BrCC(C1N2C=CC=NC2=NC=1)=O.[CH3:27][O:28][C:29]1[CH:34]=[CH:33][CH:32]=[CH:31][C:30]=1[NH:35][C:36]([NH2:38])=[S:37].